Predict the reactants needed to synthesize the given product. From a dataset of Full USPTO retrosynthesis dataset with 1.9M reactions from patents (1976-2016). Given the product [CH2:20]([O:19][C:12]1([O:16][CH2:17][CH3:18])[CH2:7][CH:1]2[C:8]([CH3:10])([CH3:9])[C:5]1([CH3:6])[CH2:4][CH2:2]2)[CH3:21], predict the reactants needed to synthesize it. The reactants are: [C:1]12(C)[C:8]([CH3:10])([CH3:9])[CH:5]([CH2:6][CH2:7]1)[CH2:4][C:2]2=O.[CH:12]([O:19][CH2:20][CH3:21])([O:16][CH2:17][CH3:18])OCC.C1(C)C=CC(S(O)(=O)=O)=CC=1.